This data is from Forward reaction prediction with 1.9M reactions from USPTO patents (1976-2016). The task is: Predict the product of the given reaction. (1) Given the reactants [F:1][C:2]([F:13])([F:12])[C:3]1[C:11]2[CH2:10][CH2:9][CH2:8][CH2:7][C:6]=2[NH:5][N:4]=1.CC(C)([O-])C.[K+].[I-].[K+].Br[CH2:23][CH2:24][CH:25]([CH3:30])[C:26]([O:28][CH3:29])=[O:27], predict the reaction product. The product is: [CH3:30][CH:25]([CH2:24][CH2:23][N:5]1[C:6]2[CH2:7][CH2:8][CH2:9][CH2:10][C:11]=2[C:3]([C:2]([F:1])([F:12])[F:13])=[N:4]1)[C:26]([O:28][CH3:29])=[O:27]. (2) Given the reactants [N:1]1[C:6]2[S:7][CH:8]=[CH:9][C:5]=2[C:4](=[O:10])[NH:3][N:2]=1.[C:11](=O)([O-])[O-].[K+].[K+].IC.[I-].[K+], predict the reaction product. The product is: [CH3:11][N:3]1[C:4](=[O:10])[C:5]2[CH:9]=[CH:8][S:7][C:6]=2[N:1]=[N:2]1. (3) Given the reactants [CH3:1][C:2]1[CH:7]=[CH:6][N:5]=[C:4]([OH:8])[CH:3]=1.[CH2:9]=[O:10].[Cl-].[NH4+].I[CH:14]([CH3:16])[CH3:15], predict the reaction product. The product is: [CH:14]([O:8][C:4]1[CH:3]=[C:2]([CH2:1][CH2:9][OH:10])[CH:7]=[CH:6][N:5]=1)([CH3:16])[CH3:15]. (4) Given the reactants Cl[C:2]1[C:3]2[N:4]([N:16]=[C:17]([C:19]([O:21][CH2:22][CH3:23])=[O:20])[CH:18]=2)[CH:5]=[C:6]([C:8]2[CH:13]=[CH:12][C:11]([Cl:14])=[CH:10][C:9]=2[Cl:15])[N:7]=1.Cl.Cl.[NH2:26][CH2:27][CH2:28][NH:29][C:30]1[CH:37]=[CH:36][C:33]([C:34]#[N:35])=[CH:32][N:31]=1.C(N(CC)C(C)C)(C)C.C(O)(=O)CC(CC(O)=O)(C(O)=O)O, predict the reaction product. The product is: [C:34]([C:33]1[CH:36]=[CH:37][C:30]([NH:29][CH2:28][CH2:27][NH:26][C:2]2[C:3]3[N:4]([N:16]=[C:17]([C:19]([O:21][CH2:22][CH3:23])=[O:20])[CH:18]=3)[CH:5]=[C:6]([C:8]3[CH:13]=[CH:12][C:11]([Cl:14])=[CH:10][C:9]=3[Cl:15])[N:7]=2)=[N:31][CH:32]=1)#[N:35]. (5) Given the reactants [C:1]([C:5]1[CH:9]=[C:8]([NH2:10])[N:7]([C:11]2[CH:16]=[CH:15][N:14]=[C:13]([CH3:17])[CH:12]=2)[N:6]=1)([CH3:4])([CH3:3])[CH3:2].C(=O)([O-])[O-].[K+].[K+].Cl[C:25]([O:27][C:28]1[CH:33]=[CH:32][CH:31]=[CH:30][CH:29]=1)=[O:26], predict the reaction product. The product is: [C:1]([C:5]1[CH:9]=[C:8]([NH:10][C:25](=[O:26])[O:27][C:28]2[CH:33]=[CH:32][CH:31]=[CH:30][CH:29]=2)[N:7]([C:11]2[CH:16]=[CH:15][N:14]=[C:13]([CH3:17])[CH:12]=2)[N:6]=1)([CH3:4])([CH3:3])[CH3:2]. (6) The product is: [CH3:20][N:17]1[CH2:16][CH2:15][N:14]([CH2:11][CH:12]2[CH2:13][CH2:15][NH:14][CH2:11][CH2:12]2)[CH2:19][CH2:18]1. Given the reactants C(N1[CH2:13][CH2:12][CH:11]([N:14]2[CH2:19][CH2:18][N:17]([CH3:20])[CH2:16][CH2:15]2)CC1)C1C=CC=CC=1, predict the reaction product. (7) Given the reactants N1C=CC=CC=1.[NH2:7][C:8]1[CH:18]=[CH:17][C:11]([C:12]([O:14][CH2:15][CH3:16])=[O:13])=[CH:10][CH:9]=1.[CH:19]1[C:28]2[C:23](=[CH:24][CH:25]=[CH:26][CH:27]=2)[CH:22]=[CH:21][C:20]=1/[CH:29]=[CH:30]/[C:31](Cl)=[O:32], predict the reaction product. The product is: [CH:19]1[C:28]2[C:23](=[CH:24][CH:25]=[CH:26][CH:27]=2)[CH:22]=[CH:21][C:20]=1[CH:29]=[CH:30][C:31]([NH:7][C:8]1[CH:9]=[CH:10][C:11]([C:12]([O:14][CH2:15][CH3:16])=[O:13])=[CH:17][CH:18]=1)=[O:32]. (8) Given the reactants CS(Cl)(=O)=O.[CH3:6][N:7]([CH3:37])[C:8]([C:10]1[CH:15]=[CH:14][C:13]([C:16]2[N:21]=[C:20]3[O:22][C:23]4[C:28]([CH:29]([CH:30]([CH2:35]O)[C:31]([O:33][CH3:34])=[O:32])[C:19]3=[CH:18][CH:17]=2)=[CH:27][CH:26]=[CH:25][CH:24]=4)=[CH:12][CH:11]=1)=[O:9].C1CCN2C(=NCCC2)CC1.C([O-])(O)=O.[Na+], predict the reaction product. The product is: [CH3:37][N:7]([CH3:6])[C:8]([C:10]1[CH:11]=[CH:12][C:13]([C:16]2[N:21]=[C:20]3[O:22][C:23]4[C:28]([CH:29]([C:30](=[CH2:35])[C:31]([O:33][CH3:34])=[O:32])[C:19]3=[CH:18][CH:17]=2)=[CH:27][CH:26]=[CH:25][CH:24]=4)=[CH:14][CH:15]=1)=[O:9]. (9) Given the reactants [Br:1][C:2]1[CH:7]=[C:6]([S:8][CH3:9])[CH:5]=[C:4]([Br:10])[N:3]=1.ClC1C=CC=C(C(OO)=[O:19])C=1, predict the reaction product. The product is: [Br:1][C:2]1[CH:7]=[C:6]([S:8]([CH3:9])=[O:19])[CH:5]=[C:4]([Br:10])[N:3]=1.